This data is from Full USPTO retrosynthesis dataset with 1.9M reactions from patents (1976-2016). The task is: Predict the reactants needed to synthesize the given product. (1) Given the product [CH3:1][N:2]([CH2:3][CH2:4][N:5]1[CH2:9][CH2:8][CH2:7][CH2:6]1)[C:10]1[CH:11]=[CH:12][C:13]([NH2:16])=[CH:14][CH:15]=1, predict the reactants needed to synthesize it. The reactants are: [CH3:1][N:2]([C:10]1[CH:15]=[CH:14][C:13]([N+:16]([O-])=O)=[CH:12][CH:11]=1)[CH2:3][CH2:4][N:5]1[CH2:9][CH2:8][CH2:7][CH2:6]1.C(O)(C(F)(F)F)=O. (2) Given the product [Br:10][C:7]1[CH:6]=[C:5]2[C:4](=[CH:9][CH:8]=1)[C:3](=[O:13])[N:15]([CH:16]1[CH2:21][CH2:20][C:19](=[O:22])[NH:18][C:17]1=[O:23])[CH2:11]2, predict the reactants needed to synthesize it. The reactants are: CO[C:3](=[O:13])[C:4]1[CH:9]=[CH:8][C:7]([Br:10])=[CH:6][C:5]=1[CH2:11]Br.Cl.[NH2:15][CH:16]1[CH2:21][CH2:20][C:19](=[O:22])[NH:18][C:17]1=[O:23].C(N(CC)CC)C.CN(C)C=O.